From a dataset of Full USPTO retrosynthesis dataset with 1.9M reactions from patents (1976-2016). Predict the reactants needed to synthesize the given product. (1) Given the product [CH3:7][C:4]1[C:3]2[C:8](=[O:10])[NH:9][C:15]([CH2:16][CH2:17][CH3:18])=[N:1][C:2]=2[O:6][N:5]=1, predict the reactants needed to synthesize it. The reactants are: [NH2:1][C:2]1[O:6][N:5]=[C:4]([CH3:7])[C:3]=1[C:8]#[N:9].[OH:10]S(O)(=O)=O.[C:15](O[C:15](=O)[CH2:16][CH2:17][CH3:18])(=O)[CH2:16][CH2:17][CH3:18]. (2) Given the product [C:8]([C:7]1[CH:6]=[C:5]([C:3](=[O:4])[CH2:2][S:13][C:14]#[N:15])[CH:12]=[CH:11][CH:10]=1)#[N:9], predict the reactants needed to synthesize it. The reactants are: Br[CH2:2][C:3]([C:5]1[CH:6]=[C:7]([CH:10]=[CH:11][CH:12]=1)[C:8]#[N:9])=[O:4].[S-:13][C:14]#[N:15].[K+].O. (3) Given the product [CH2:1]([C:5]1[N:6]=[C:7]([CH3:27])[N:8]([CH2:44][C:45]([CH3:48])([C:49]2[CH:54]=[CH:53][CH:52]=[CH:51][CH:50]=2)[CH3:46])[C:9](=[O:26])[C:10]=1[CH2:11][C:12]1[CH:17]=[CH:16][C:15]([C:18]2[C:19]([C:24]#[N:25])=[CH:20][CH:21]=[CH:22][CH:23]=2)=[CH:14][CH:13]=1)[CH2:2][CH2:3][CH3:4], predict the reactants needed to synthesize it. The reactants are: [CH2:1]([C:5]1[N:6]=[C:7]([CH3:27])[NH:8][C:9](=[O:26])[C:10]=1[CH2:11][C:12]1[CH:17]=[CH:16][C:15]([C:18]2[C:19]([C:24]#[N:25])=[CH:20][CH:21]=[CH:22][CH:23]=2)=[CH:14][CH:13]=1)[CH2:2][CH2:3][CH3:4].C(C=P(CCCC)(CCCC)CCCC)#N.[CH3:44][C:45]([C:49]1[CH:54]=[CH:53][CH:52]=[CH:51][CH:50]=1)([CH3:48])[CH2:46]O. (4) Given the product [NH2:28][C:8]1[N:7]=[C:6]([O:5][CH2:1][CH2:2][CH2:3][CH3:4])[N:14]=[C:13]2[C:9]=1[NH:10][C:11](=[O:26])[N:12]2[CH2:15][CH2:16][CH2:17][CH2:18][CH2:19][CH:20]1[CH2:21][CH2:22][N:23]([CH2:30][CH2:31][CH:32]([CH3:34])[CH3:33])[CH2:24][CH2:25]1, predict the reactants needed to synthesize it. The reactants are: [CH2:1]([O:5][C:6]1[N:14]=[C:13]2[C:9]([N:10]=[C:11]([O:26]C)[N:12]2[CH2:15][CH2:16][CH2:17][CH2:18][CH2:19][CH:20]2[CH2:25][CH2:24][NH:23][CH2:22][CH2:21]2)=[C:8]([NH2:28])[N:7]=1)[CH2:2][CH2:3][CH3:4].Br[CH2:30][CH2:31][CH:32]([CH3:34])[CH3:33]. (5) Given the product [CH2:13]([C:11]1[CH:10]=[C:5]([C:6]([OH:8])=[O:7])[CH:4]=[C:3]([C:1]#[N:2])[N:12]=1)[CH3:14], predict the reactants needed to synthesize it. The reactants are: [C:1]([C:3]1[CH:4]=[C:5]([CH:10]=[C:11]([CH2:13][CH3:14])[N:12]=1)[C:6]([O:8]C)=[O:7])#[N:2].[Li+].[OH-].Cl. (6) Given the product [Cl:1][C:2]1[C:3]([CH3:46])=[C:4]([C:18]2[C:26]3[C:25]([O:27][C@H:28]([CH2:34][C:35]4[CH:40]=[CH:39][CH:38]=[CH:37][C:36]=4[O:41][CH3:42])[C:29]([O:31][CH2:32][CH3:33])=[O:30])=[N:24][CH:23]=[N:22][C:21]=3[S:20][C:19]=2[C:43](=[O:44])[N:48]([CH3:49])[CH3:47])[CH:5]=[CH:6][C:7]=1[O:8][CH2:9][CH2:10][N:11]1[CH2:12][CH2:13][N:14]([CH3:17])[CH2:15][CH2:16]1, predict the reactants needed to synthesize it. The reactants are: [Cl:1][C:2]1[C:3]([CH3:46])=[C:4]([C:18]2[C:26]3[C:25]([O:27][C@H:28]([CH2:34][C:35]4[CH:40]=[CH:39][CH:38]=[CH:37][C:36]=4[O:41][CH3:42])[C:29]([O:31][CH2:32][CH3:33])=[O:30])=[N:24][CH:23]=[N:22][C:21]=3[S:20][C:19]=2[C:43](O)=[O:44])[CH:5]=[CH:6][C:7]=1[O:8][CH2:9][CH2:10][N:11]1[CH2:16][CH2:15][N:14]([CH3:17])[CH2:13][CH2:12]1.[CH3:47][NH:48][CH3:49].C1CN([P+](ON2N=NC3C=CC=CC2=3)(N2CCCC2)N2CCCC2)CC1.F[P-](F)(F)(F)(F)F.